This data is from Full USPTO retrosynthesis dataset with 1.9M reactions from patents (1976-2016). The task is: Predict the reactants needed to synthesize the given product. (1) Given the product [Cl:1][C:2]1[CH:7]=[C:6]([CH:5]=[CH:4][C:3]=1[O:11][C:12]1[CH:17]=[CH:16][CH:15]=[C:14]([S:18]([CH3:21])(=[O:20])=[O:19])[CH:13]=1)[NH2:8], predict the reactants needed to synthesize it. The reactants are: [Cl:1][C:2]1[CH:7]=[C:6]([N+:8]([O-])=O)[CH:5]=[CH:4][C:3]=1[O:11][C:12]1[CH:17]=[CH:16][CH:15]=[C:14]([S:18]([CH3:21])(=[O:20])=[O:19])[CH:13]=1.[Cl-].[Ca+2].[Cl-].O. (2) Given the product [Cl:1][C:2]1[CH:3]=[C:4]2[CH:11]=[CH:10][S:9][C:5]2=[CH:6][N:7]=1, predict the reactants needed to synthesize it. The reactants are: [Cl:1][C:2]1[CH:3]=[C:4]2[CH:11]=[CH:10][S:9][C:5]2=[C:6](Cl)[N:7]=1.CC(O)=O.Cl.[Sn].